Dataset: Full USPTO retrosynthesis dataset with 1.9M reactions from patents (1976-2016). Task: Predict the reactants needed to synthesize the given product. (1) Given the product [CH2:1]([O:8][C:9]([NH:11][C@@H:12]([C@@H:20]([OH:24])[CH:21]([CH3:22])[CH3:23])[C:13]([OH:15])=[O:14])=[O:10])[C:2]1[CH:3]=[CH:4][CH:5]=[CH:6][CH:7]=1, predict the reactants needed to synthesize it. The reactants are: [CH2:1]([O:8][C:9]([NH:11][C@@H:12]([C@@H:20]([OH:24])[CH:21]([CH3:23])[CH3:22])[C:13]([O:15]C(C)(C)C)=[O:14])=[O:10])[C:2]1[CH:7]=[CH:6][CH:5]=[CH:4][CH:3]=1.FC(F)(F)C(O)=O. (2) Given the product [CH3:20][N:18]1[CH:19]=[C:15]([N:14]2[C:5]3[C:4]4[CH:3]=[C:2]([C:28]5[CH:29]=[N:24][CH:25]=[N:26][CH:27]=5)[CH:11]=[CH:10][C:9]=4[N:8]=[CH:7][C:6]=3[N:12]([CH3:23])[C:13]2=[O:22])[C:16]([CH3:21])=[N:17]1, predict the reactants needed to synthesize it. The reactants are: Br[C:2]1[CH:11]=[CH:10][C:9]2[N:8]=[CH:7][C:6]3[N:12]([CH3:23])[C:13](=[O:22])[N:14]([C:15]4[C:16]([CH3:21])=[N:17][N:18]([CH3:20])[CH:19]=4)[C:5]=3[C:4]=2[CH:3]=1.[N:24]1[CH:29]=[C:28](B(O)O)[CH:27]=[N:26][CH:25]=1. (3) Given the product [Cl:1][C:2]1[N:6]2[N:7]=[C:8]([NH2:12])[CH:9]=[CH:10][C:5]2=[N:4][N:3]=1, predict the reactants needed to synthesize it. The reactants are: [Cl:1][C:2]1[N:6]2[N:7]=[C:8](Cl)[CH:9]=[CH:10][C:5]2=[N:4][N:3]=1.[NH3:12]. (4) Given the product [CH:11]1([C@@H:8]2[NH:7][C:6](=[O:15])[C@H:5]([CH2:1][CH:2]([CH3:3])[CH3:4])[N:10]([C:27]([C@@H:25]3[CH2:26][C@H:24]3[C:18]3[CH:19]=[CH:20][C:21]([F:23])=[CH:22][C:17]=3[F:16])=[O:29])[CH2:9]2)[CH2:12][CH2:14][CH2:34][CH2:30][CH2:31]1, predict the reactants needed to synthesize it. The reactants are: [CH2:1]([C@@H:5]1[NH:10][CH2:9][C@H:8]([CH2:11][CH:12]([CH3:14])C)[NH:7][C:6]1=[O:15])[CH:2]([CH3:4])[CH3:3].[F:16][C:17]1[CH:22]=[C:21]([F:23])[CH:20]=[CH:19][C:18]=1[C@@H:24]1[CH2:26][C@H:25]1[C:27]([OH:29])=O.[CH2:30]([C@@H:34]1N(C([C@@H]2C[C@H]2C2C=CC=CC=2)=O)C[C@H](CC(C)C)NC1=O)[CH:31](C)C. (5) Given the product [CH3:1][O:2][C:3](=[O:13])[C:4]1[C:5]([CH3:12])=[CH:6][CH2:7][C:8]([O:23][CH2:14][C:15]2[CH:20]=[CH:19][CH:18]=[CH:17][CH:16]=2)([I:10])[CH:9]=1, predict the reactants needed to synthesize it. The reactants are: [CH3:1][O:2][C:3](=[O:13])[C:4]1[CH:9]=[C:8]([I:10])[C:7](O)=[CH:6][C:5]=1[CH3:12].[CH2:14](Br)[C:15]1[CH:20]=[CH:19][CH:18]=[CH:17][CH:16]=1.C(=O)([O-])[O-:23].[K+].[K+]. (6) Given the product [OH:39][CH:37]([CH3:38])[CH2:36][NH:35][C:2]1[N:34]=[C:5]2[C:6]([C:24]3[CH:29]=[CH:28][CH:27]=[C:26]([C:30]([F:33])([F:32])[F:31])[CH:25]=3)=[C:7]([CH3:23])[C:8]([C:10]3[N:14]([C:15]4[CH:22]=[CH:21][C:18]([C:19]#[N:20])=[CH:17][CH:16]=4)[N:13]=[CH:12][CH:11]=3)=[CH:9][N:4]2[N:3]=1, predict the reactants needed to synthesize it. The reactants are: Cl[C:2]1[N:34]=[C:5]2[C:6]([C:24]3[CH:29]=[CH:28][CH:27]=[C:26]([C:30]([F:33])([F:32])[F:31])[CH:25]=3)=[C:7]([CH3:23])[C:8]([C:10]3[N:14]([C:15]4[CH:22]=[CH:21][C:18]([C:19]#[N:20])=[CH:17][CH:16]=4)[N:13]=[CH:12][CH:11]=3)=[CH:9][N:4]2[N:3]=1.[NH2:35][CH2:36][CH:37]([OH:39])[CH3:38]. (7) Given the product [NH2:18][CH2:17][C:16]1[CH:19]=[CH:20][C:13]([NH:5][C:4]2[CH:6]=[CH:7][CH:8]=[CH:9][C:3]=2[C:2]([F:10])([F:11])[F:1])=[CH:14][CH:15]=1, predict the reactants needed to synthesize it. The reactants are: [F:1][C:2]([F:11])([F:10])[C:3]1[CH:9]=[CH:8][CH:7]=[CH:6][C:4]=1[NH2:5].F[C:13]1[CH:20]=[CH:19][C:16]([C:17]#[N:18])=[CH:15][CH:14]=1. (8) Given the product [Cl:1][C:2]1[CH:7]=[CH:6][C:5]([CH:8]2[CH2:9][CH2:10][N:11]([C:14]3[C:15]([C:28]4[CH:29]=[CH:30][CH:31]=[CH:32][CH:33]=4)=[N:16][C:17]4[C:22]([N:23]=3)=[CH:21][C:20]([C:24]([OH:26])=[O:25])=[CH:19][CH:18]=4)[CH2:12][CH2:13]2)=[CH:4][CH:3]=1, predict the reactants needed to synthesize it. The reactants are: [Cl:1][C:2]1[CH:7]=[CH:6][C:5]([CH:8]2[CH2:13][CH2:12][N:11]([C:14]3[C:15]([C:28]4[CH:33]=[CH:32][CH:31]=[CH:30][CH:29]=4)=[N:16][C:17]4[C:22]([N:23]=3)=[CH:21][C:20]([C:24]([O:26]C)=[O:25])=[CH:19][CH:18]=4)[CH2:10][CH2:9]2)=[CH:4][CH:3]=1.[OH-].[Na+].Cl. (9) Given the product [F:2][C:3]1[CH:8]=[C:7]([S:9]([CH3:12])(=[O:10])=[O:11])[CH:6]=[CH:5][C:4]=1[N:13]1[C:17]2=[N:18][CH:19]=[N:20][C:21]([O:22][CH:23]3[CH2:24][CH2:25][N:26]([C:30]4[N:35]=[C:34]([N:36]([CH3:38])[CH3:37])[C:33]([CH3:40])=[CH:32][N:31]=4)[CH2:27][CH2:28]3)=[C:16]2[CH:15]=[N:14]1, predict the reactants needed to synthesize it. The reactants are: Cl.[F:2][C:3]1[CH:8]=[C:7]([S:9]([CH3:12])(=[O:11])=[O:10])[CH:6]=[CH:5][C:4]=1[N:13]1[C:17]2=[N:18][CH:19]=[N:20][C:21]([O:22][CH:23]3[CH2:28][CH2:27][NH:26][CH2:25][CH2:24]3)=[C:16]2[CH:15]=[N:14]1.Cl[C:30]1[N:35]=[C:34]([N:36]([CH3:38])[CH3:37])[CH:33]=[C:32](C)[N:31]=1.[C:40]([O-])([O-])=O.[K+].[K+].O. (10) Given the product [F:18][CH:17]([F:19])[CH2:16][N:1]1[CH:5]=[CH:4][C:3]([C:6]([O:8][CH3:9])=[O:7])=[N:2]1, predict the reactants needed to synthesize it. The reactants are: [NH:1]1[CH:5]=[CH:4][C:3]([C:6]([O:8][CH3:9])=[O:7])=[N:2]1.FC(F)(F)S(O[CH2:16][CH:17]([F:19])[F:18])(=O)=O.C(=O)([O-])[O-].[Cs+].[Cs+].